Predict the product of the given reaction. From a dataset of Forward reaction prediction with 1.9M reactions from USPTO patents (1976-2016). (1) Given the reactants C(OC(=O)[NH:7][C:8]1[O:9][CH2:10][C@@:11]2([N:36]=1)[C:20]1([CH2:23][O:22][CH2:21]1)[C:19]([CH3:25])([CH3:24])[O:18][C:17]1[C:12]2=[CH:13][C:14]([NH:26][C:27]([C:29]2[CH:34]=[CH:33][C:32]([Cl:35])=[CH:31][N:30]=2)=[O:28])=[CH:15][CH:16]=1)(C)(C)C, predict the reaction product. The product is: [NH2:7][C:8]1[O:9][CH2:10][C@@:11]2([N:36]=1)[C:20]1([CH2:21][O:22][CH2:23]1)[C:19]([CH3:24])([CH3:25])[O:18][C:17]1[C:12]2=[CH:13][C:14]([NH:26][C:27]([C:29]2[CH:34]=[CH:33][C:32]([Cl:35])=[CH:31][N:30]=2)=[O:28])=[CH:15][CH:16]=1. (2) Given the reactants [N+:1]([O-:4])(O)=[O:2].S(=O)(=O)(O)O.[C:10]1([C@H:16]2[CH2:21][CH2:20][C@H:19]([C:22]([O:24][CH3:25])=[O:23])[CH2:18][CH2:17]2)[CH:15]=[CH:14][CH:13]=[CH:12][CH:11]=1, predict the reaction product. The product is: [N+:1]([C:13]1[CH:14]=[CH:15][C:10]([C@H:16]2[CH2:17][CH2:18][C@H:19]([C:22]([O:24][CH3:25])=[O:23])[CH2:20][CH2:21]2)=[CH:11][CH:12]=1)([O-:4])=[O:2].